From a dataset of Forward reaction prediction with 1.9M reactions from USPTO patents (1976-2016). Predict the product of the given reaction. (1) Given the reactants C(Cl)(=O)C(Cl)=O.CS(C)=O.[Cl:11][C:12]1[CH:21]=[CH:20][C:15]([CH:16]=[CH:17][CH2:18][OH:19])=[CH:14][CH:13]=1.CCN(C(C)C)C(C)C, predict the reaction product. The product is: [Cl:11][C:12]1[CH:13]=[CH:14][C:15]([CH:16]=[CH:17][CH:18]=[O:19])=[CH:20][CH:21]=1. (2) Given the reactants [N:1]1[C:10]2[C:5](=[CH:6][C:7]([CH2:11][N:12]3[C:16]4=[N:17][C:18](C5C=CC(C(O)=O)=CC=5)=[CH:19][CH:20]=[C:15]4[N:14]=[N:13]3)=[CH:8][CH:9]=2)[CH:4]=[CH:3][CH:2]=1.[Cl:30][C:31]1[CH:32]=[C:33](B(O)O)[CH:34]=[CH:35][C:36]=1[C:37]([O:39][CH3:40])=[O:38].C([O-])(=O)C.[K+], predict the reaction product. The product is: [Cl:30][C:31]1[CH:32]=[C:33]([C:18]2[N:17]=[C:16]3[N:12]([CH2:11][C:7]4[CH:6]=[C:5]5[C:10](=[CH:9][CH:8]=4)[N:1]=[CH:2][CH:3]=[CH:4]5)[N:13]=[N:14][C:15]3=[CH:20][CH:19]=2)[CH:34]=[CH:35][C:36]=1[C:37]([O:39][CH3:40])=[O:38]. (3) Given the reactants [CH3:1][S:2]([C:5]1[CH:6]=[C:7]([N:19]2[C@H:23]([CH2:24][O:25][CH3:26])[CH2:22][O:21][C:20]2=[O:27])[CH:8]=[CH:9][C:10]=1[C:11]([N:13]1[CH2:18][CH2:17][NH:16][CH2:15][CH2:14]1)=[O:12])(=[O:4])=[O:3].Cl[C:29]1[C:34]([Cl:35])=[CH:33][C:32]([Cl:36])=[CH:31][N:30]=1, predict the reaction product. The product is: [Cl:35][C:34]1[C:29]([N:16]2[CH2:17][CH2:18][N:13]([C:11]([C:10]3[CH:9]=[CH:8][C:7]([N:19]4[C@H:23]([CH2:24][O:25][CH3:26])[CH2:22][O:21][C:20]4=[O:27])=[CH:6][C:5]=3[S:2]([CH3:1])(=[O:3])=[O:4])=[O:12])[CH2:14][CH2:15]2)=[N:30][CH:31]=[C:32]([Cl:36])[CH:33]=1. (4) Given the reactants Br[CH2:2]/[CH:3]=[CH:4]\[C:5]1[S:9][C:8]([C:10]([O:12][CH3:13])=[O:11])=[CH:7][CH:6]=1.COC(=O)CC1C=CC(C[NH:23][C@H:24]([CH2:32][CH2:33][C:34]([O:36][C:37]([CH3:40])([CH3:39])[CH3:38])=[O:35])[C:25]([O:27][C:28]([CH3:31])([CH3:30])[CH3:29])=[O:26])=CC=1, predict the reaction product. The product is: [CH3:13][O:12][C:10]([C:8]1[S:9][C:5](/[CH:4]=[CH:3]\[CH2:2][NH:23][C@H:24]([CH2:32][CH2:33][C:34]([O:36][C:37]([CH3:40])([CH3:39])[CH3:38])=[O:35])[C:25]([O:27][C:28]([CH3:31])([CH3:30])[CH3:29])=[O:26])=[CH:6][CH:7]=1)=[O:11]. (5) Given the reactants [Li]CCCC.[C:6](#[N:10])[CH2:7][CH2:8][CH3:9].[NH:11]([C:24]([O:26][C:27]([CH3:30])([CH3:29])[CH3:28])=[O:25])[C@H:12]([C:20]([O:22]C)=O)[CH2:13][C:14]1[CH:19]=[CH:18][CH:17]=[CH:16][CH:15]=1, predict the reaction product. The product is: [CH2:13]([CH:12]([NH:11][C:24](=[O:25])[O:26][C:27]([CH3:30])([CH3:29])[CH3:28])[C:20](=[O:22])[CH:7]([C:6]#[N:10])[CH2:8][CH3:9])[C:14]1[CH:15]=[CH:16][CH:17]=[CH:18][CH:19]=1. (6) Given the reactants N1C=NN=N1.[F:6][C:7]1[C:12]([F:13])=[CH:11][CH:10]=[CH:9][C:8]=1[NH:14][C:15](=[O:46])[CH2:16][C:17]1[NH:21][N:20]=[C:19]([NH:22][C:23]2[C:32]3[C:27](=[CH:28][C:29]([O:41][CH2:42][CH2:43][O:44][CH3:45])=[CH:30][C:31]=3[O:33][CH2:34][CH2:35][N:36]([CH2:38][CH2:39][OH:40])[CH3:37])[N:26]=[CH:25][N:24]=2)[CH:18]=1.C(N(CC)[P:50]([O:56][C:57]([CH3:60])([CH3:59])[CH3:58])[O:51][C:52]([CH3:55])([CH3:54])[CH3:53])C.OO.S(S([O-])=O)([O-])(=O)=[O:66].[Na+].[Na+].C(=O)([O-])O.[Na+], predict the reaction product. The product is: [P:50]([O:40][CH2:39][CH2:38][N:36]([CH2:35][CH2:34][O:33][C:31]1[CH:30]=[C:29]([O:41][CH2:42][CH2:43][O:44][CH3:45])[CH:28]=[C:27]2[C:32]=1[C:23]([NH:22][C:19]1[CH:18]=[C:17]([CH2:16][C:15]([NH:14][C:8]3[CH:9]=[CH:10][CH:11]=[C:12]([F:13])[C:7]=3[F:6])=[O:46])[NH:21][N:20]=1)=[N:24][CH:25]=[N:26]2)[CH3:37])([O:51][C:52]([CH3:53])([CH3:54])[CH3:55])([O:56][C:57]([CH3:58])([CH3:59])[CH3:60])=[O:66]. (7) Given the reactants [CH3:1][O:2][C:3]1[CH:8]=[CH:7][C:6](B(O)O)=[CH:5][CH:4]=1.Br[C:13]1[N:14]=[CH:15][S:16][CH:17]=1.C(=O)([O-])[O-].[Cs+].[Cs+].O1CCOCC1, predict the reaction product. The product is: [CH3:1][O:2][C:3]1[CH:8]=[CH:7][C:6]([C:15]2[S:16][CH:17]=[CH:13][N:14]=2)=[CH:5][CH:4]=1. (8) Given the reactants FC1C=C(C2N=C(SC)N=C(N3CCOC[C@@H]3C)C=2)C=NC=1.Cl[C:24]1[CH:29]=[C:28]([C:30]2[CH:35]=[C:34]([F:36])[CH:33]=[CH:32][C:31]=2[S:37]([CH3:40])(=[O:39])=[O:38])[N:27]=[C:26]([N:41]2[CH2:46][CH2:45][O:44][CH2:43][C@@H:42]2[CH3:47])[N:25]=1.[OH:48][CH2:49][CH2:50][NH:51][C:52]([NH:54][C:55]1[CH:60]=[CH:59][C:58](B2OC(C)(C)C(C)(C)O2)=[CH:57][CH:56]=1)=[O:53], predict the reaction product. The product is: [F:36][C:34]1[CH:33]=[CH:32][C:31]([S:37]([CH3:40])(=[O:39])=[O:38])=[C:30]([C:28]2[N:27]=[C:26]([N:41]3[CH2:46][CH2:45][O:44][CH2:43][C@@H:42]3[CH3:47])[N:25]=[C:24]([C:58]3[CH:59]=[CH:60][C:55]([NH:54][C:52]([NH:51][CH2:50][CH2:49][OH:48])=[O:53])=[CH:56][CH:57]=3)[CH:29]=2)[CH:35]=1.